This data is from HIV replication inhibition screening data with 41,000+ compounds from the AIDS Antiviral Screen. The task is: Binary Classification. Given a drug SMILES string, predict its activity (active/inactive) in a high-throughput screening assay against a specified biological target. (1) The compound is N#CC1C2C=CC(CCC2)C1C#N. The result is 0 (inactive). (2) The molecule is CC1CC2C3CCC4=CC(=O)C=CC4(C)C3(F)C(O)CC2(C)C1=O. The result is 0 (inactive). (3) The drug is O=C(O)c1ccc(S(=O)(=O)c2ccc(C(=O)O)c(C(=O)O)c2)cc1C(=O)O. The result is 0 (inactive). (4) The molecule is O=C1C(=Cc2ccc(OC(=O)c3ccc(Cl)cc3)cc2)CCCC1=Cc1ccc(OC(=O)c2ccc(Cl)cc2)cc1. The result is 0 (inactive). (5) The molecule is Cn1c(=O)c2ncc(N)nc2n(C)c1=O. The result is 0 (inactive). (6) The compound is COc1cc2c(c(OC)c1OC)C(=O)C(O)C2N.Cl. The result is 0 (inactive). (7) The drug is CC(C)NC1CCCCC2c3cc(F)ccc3C12O.Cl. The result is 1 (active). (8) The compound is O=C1CC2C3C1N(c1ccc(Cl)cc1)C1(Nc4ccc(Cl)cc4)C(=O)CC(C31)N2c1ccc(Cl)cc1. The result is 0 (inactive).